From a dataset of Reaction yield outcomes from USPTO patents with 853,638 reactions. Predict the reaction yield, written as a fraction of the theoretical maximum amount of product (1.0 means a 100% yield; for example, 0.34 means a 34% yield). (1) The reactants are Br[C:2]1[C:3]([F:13])=[C:4]([CH:9]=[C:10]([Cl:12])[CH:11]=1)[C:5]([O:7][CH3:8])=[O:6].[C:14]([NH2:20])(=[O:19])[C:15]([CH3:18])([CH3:17])[CH3:16].C(=O)([O-])[O-].[Cs+].[Cs+].CC1(C)C2C(=C(P(C3C=CC=CC=3)C3C=CC=CC=3)C=CC=2)OC2C(P(C3C=CC=CC=3)C3C=CC=CC=3)=CC=CC1=2. The catalyst is C1C=CC(/C=C/C(/C=C/C2C=CC=CC=2)=O)=CC=1.C1C=CC(/C=C/C(/C=C/C2C=CC=CC=2)=O)=CC=1.[Pd].O1CCOCC1. The product is [CH3:8][O:7][C:5](=[O:6])[C:4]1[CH:9]=[C:10]([Cl:12])[CH:11]=[C:2]([NH:20][C:14](=[O:19])[C:15]([CH3:18])([CH3:17])[CH3:16])[C:3]=1[F:13]. The yield is 0.600. (2) The reactants are [C:1](OC(=O)C)(=[O:3])[CH3:2].[Cl:8][C:9]1[CH:14]=[CH:13][CH:12]=[CH:11][C:10]=1[N:15]1[C:32](=[O:33])[C:18]2=[C:19]([CH3:31])[N:20]([CH2:24][C:25]3[CH:30]=[CH:29][CH:28]=[CH:27][N:26]=3)[C:21](=[O:23])[CH:22]=[C:17]2[NH:16]1.C([O-])(=O)C.[Na+]. No catalyst specified. The product is [C:1]([N:16]1[C:17]2[C:18](=[C:19]([CH3:31])[N:20]([CH2:24][C:25]3[CH:30]=[CH:29][CH:28]=[CH:27][N:26]=3)[C:21](=[O:23])[CH:22]=2)[C:32](=[O:33])[N:15]1[C:10]1[CH:11]=[CH:12][CH:13]=[CH:14][C:9]=1[Cl:8])(=[O:3])[CH3:2]. The yield is 0.820.